From a dataset of Reaction yield outcomes from USPTO patents with 853,638 reactions. Predict the reaction yield, written as a fraction of the theoretical maximum amount of product (1.0 means a 100% yield; for example, 0.34 means a 34% yield). (1) The reactants are [C:1]([C:3]1[CH:4]=[CH:5][C:6]([O:13][C:14]2[CH:19]=[C:18]([CH3:20])[CH:17]=[CH:16][C:15]=2[CH3:21])=[C:7]([S:9](Cl)(=[O:11])=[O:10])[CH:8]=1)#[N:2].[N:22]1([C:28]([O:30][C:31]([CH3:34])([CH3:33])[CH3:32])=[O:29])[CH2:27][CH2:26][NH:25][CH2:24][CH2:23]1.CCOC(C)=O. The catalyst is C(Cl)Cl. The product is [C:1]([C:3]1[CH:4]=[CH:5][C:6]([O:13][C:14]2[CH:19]=[C:18]([CH3:20])[CH:17]=[CH:16][C:15]=2[CH3:21])=[C:7]([S:9]([N:25]2[CH2:24][CH2:23][N:22]([C:28]([O:30][C:31]([CH3:34])([CH3:33])[CH3:32])=[O:29])[CH2:27][CH2:26]2)(=[O:11])=[O:10])[CH:8]=1)#[N:2]. The yield is 0.420. (2) The reactants are [CH3:1][S:2]([NH:5][NH2:6])(=[O:4])=[O:3].[F:7][C:8]1[CH:17]=[C:16]2[C:11]([CH:12]=[CH:13][CH:14]=[N:15]2)=[CH:10][C:9]=1[CH2:18][C:19]1[N:23]2[N:24]=[C:25]([C:28](=O)[CH3:29])[CH:26]=[CH:27][C:22]2=[N:21][CH:20]=1. No catalyst specified. The product is [F:7][C:8]1[CH:17]=[C:16]2[C:11]([CH:12]=[CH:13][CH:14]=[N:15]2)=[CH:10][C:9]=1[CH2:18][C:19]1[N:23]2[N:24]=[C:25](/[C:28](=[N:6]/[NH:5][S:2]([CH3:1])(=[O:4])=[O:3])/[CH3:29])[CH:26]=[CH:27][C:22]2=[N:21][CH:20]=1. The yield is 0.600. (3) The reactants are [CH3:1][C:2]1([CH3:37])[CH2:6][O:5][C:4]2=[CH:7][C:8]3[O:9][CH2:10][C:11]4([C:35]=3[CH:36]=[C:3]12)[C:19]1[C:14](=[CH:15][CH:16]=[CH:17][CH:18]=1)[N:13]([CH2:20][CH:21]1[CH2:26][CH2:25][N:24](C(OC(C)(C)C)=O)[CH2:23][CH2:22]1)[C:12]4=[O:34].Br. The catalyst is ClCCl. The product is [CH3:1][C:2]1([CH3:37])[CH2:6][O:5][C:4]2=[CH:7][C:8]3[O:9][CH2:10][C:11]4([C:35]=3[CH:36]=[C:3]12)[C:19]1[C:14](=[CH:15][CH:16]=[CH:17][CH:18]=1)[N:13]([CH2:20][CH:21]1[CH2:22][CH2:23][NH:24][CH2:25][CH2:26]1)[C:12]4=[O:34]. The yield is 0.460.